Dataset: CYP2D6 inhibition data for predicting drug metabolism from PubChem BioAssay. Task: Regression/Classification. Given a drug SMILES string, predict its absorption, distribution, metabolism, or excretion properties. Task type varies by dataset: regression for continuous measurements (e.g., permeability, clearance, half-life) or binary classification for categorical outcomes (e.g., BBB penetration, CYP inhibition). Dataset: cyp2d6_veith. (1) The drug is O=C1CCC(c2ccccc2)(c2ccccc2)CC1. The result is 0 (non-inhibitor). (2) The result is 0 (non-inhibitor). The compound is CC(=O)[C@H](CC(C)C)NC(=O)[C@@H](CC(C)C)NC(=O)[C@H](CC(C)C)NC(=O)OCc1ccccc1. (3) The drug is CCOC(=O)c1[nH]c2cc(OC)c(OC)cc2c1NC(=O)c1ccc2c(c1)OCO2. The result is 0 (non-inhibitor). (4) The drug is O=C(O)[C@@H](O)[C@@H](O)C(=O)O.O=C(c1ccc(F)cc1)C1CCN(CCn2c(=O)[nH]c3ccccc3c2=O)CC1. The result is 1 (inhibitor). (5) The molecule is I.OCCNC1=NCCN1. The result is 0 (non-inhibitor). (6) The molecule is CN(C)Cc1ccccc1-c1nc(N2CCOCC2)c2ccccc2n1. The result is 1 (inhibitor).